This data is from Full USPTO retrosynthesis dataset with 1.9M reactions from patents (1976-2016). The task is: Predict the reactants needed to synthesize the given product. (1) The reactants are: [CH3:1][C:2]1([C:7]2[S:11][C:10]([CH2:12][N:13]3[N:17]=[C:16]([NH2:18])[CH:15]=[N:14]3)=[CH:9][CH:8]=2)[O:6]CCO1.[C:19]1([C:25]2[O:29][CH:28]=[N:27][C:26]=2[C:30](O)=[O:31])[CH:24]=[CH:23][CH:22]=[CH:21][CH:20]=1. Given the product [C:2]([C:7]1[S:11][C:10]([CH2:12][N:13]2[N:17]=[C:16]([NH:18][C:30]([C:26]3[N:27]=[CH:28][O:29][C:25]=3[C:19]3[CH:20]=[CH:21][CH:22]=[CH:23][CH:24]=3)=[O:31])[CH:15]=[N:14]2)=[CH:9][CH:8]=1)(=[O:6])[CH3:1], predict the reactants needed to synthesize it. (2) Given the product [F:8][C:4]1[CH:5]=[CH:6][CH:7]=[C:2]([F:1])[C:3]=1[C:9]1[C:18]2[CH:17]=[C:16]([CH:19]=[O:20])[CH:15]=[CH:14][C:13]=2[C:12]2[NH:21][N:22]=[C:23]([NH:24][CH:25]3[CH2:30][CH2:29][N:28]([S:31]([CH2:34][CH3:35])(=[O:32])=[O:33])[CH2:27][CH2:26]3)[C:11]=2[N:10]=1, predict the reactants needed to synthesize it. The reactants are: [F:1][C:2]1[CH:7]=[CH:6][CH:5]=[C:4]([F:8])[C:3]=1[C:9]1[C:18]2[CH:17]=[C:16]([CH:19]=[O:20])[CH:15]=[CH:14][C:13]=2[C:12]2[N:21](COCC[Si](C)(C)C)[N:22]=[C:23]([NH:24][CH:25]3[CH2:30][CH2:29][N:28]([S:31]([CH2:34][CH3:35])(=[O:33])=[O:32])[CH2:27][CH2:26]3)[C:11]=2[N:10]=1.Cl. (3) Given the product [F:1][C:2]1[CH:3]=[CH:4][C:5]([C:8]2[N:9]=[CH:10][NH:11][C:12](=[O:16])[C:13]=2[O:14][CH3:15])=[CH:6][CH:7]=1, predict the reactants needed to synthesize it. The reactants are: [F:1][C:2]1[CH:7]=[CH:6][C:5]([C:8]2[C:13]([O:14][CH3:15])=[C:12]([O:16]C)[N:11]=[CH:10][N:9]=2)=[CH:4][CH:3]=1. (4) Given the product [OH:15][CH2:16][CH:17]([C:19]1[CH:20]=[C:21]2[C:25](=[CH:26][CH:27]=1)[N:24]([CH3:28])[N:23]=[C:22]2[C:29]1[N:34]=[C:33]([O:35][C@H:36]2[CH2:43][N:42]([C:44]([O:46][C:47]([CH3:48])([CH3:50])[CH3:49])=[O:45])[CH2:41][CH2:40][C:37]32[CH2:38][CH2:39]3)[CH:32]=[N:31][CH:30]=1)[CH3:18], predict the reactants needed to synthesize it. The reactants are: [H-].[Al+3].[Li+].[H-].[H-].[H-].CCOCC.C([O:15][C:16](=O)[CH:17]([C:19]1[CH:20]=[C:21]2[C:25](=[CH:26][CH:27]=1)[N:24]([CH3:28])[N:23]=[C:22]2[C:29]1[N:34]=[C:33]([O:35][C@H:36]2[CH2:43][N:42]([C:44]([O:46][C:47]([CH3:50])([CH3:49])[CH3:48])=[O:45])[CH2:41][CH2:40][C:37]32[CH2:39][CH2:38]3)[CH:32]=[N:31][CH:30]=1)[CH3:18])(C)C. (5) The reactants are: [Br:1][C:2]1[C:10]2[C:5](=[CH:6][N+:7]([O-])=[CH:8][CH:9]=2)[S:4][C:3]=1[CH3:12].P(Cl)(Cl)([Cl:15])=O. Given the product [Br:1][C:2]1[C:10]2[C:5](=[C:6]([Cl:15])[N:7]=[CH:8][CH:9]=2)[S:4][C:3]=1[CH3:12], predict the reactants needed to synthesize it. (6) Given the product [Br:1][C:2]1[CH:3]=[C:4]([CH3:19])[C:5]([C:8]2([OH:18])[CH2:9][CH2:10][C:11](=[O:12])[CH2:16][CH2:17]2)=[N:6][CH:7]=1, predict the reactants needed to synthesize it. The reactants are: [Br:1][C:2]1[CH:3]=[C:4]([CH3:19])[C:5]([C:8]2([OH:18])[CH2:17][CH2:16][C:11]3(OCC[O:12]3)[CH2:10][CH2:9]2)=[N:6][CH:7]=1.C(=O)([O-])O.[Na+]. (7) Given the product [Cl:22][C:4]1[CH:3]=[C:2]([N:26]2[CH2:27][CH2:28][CH:24]([OH:23])[CH2:25]2)[CH:21]=[CH:20][C:5]=1[CH2:6][CH:7]1[CH2:12][CH2:11][N:9]([CH:13]2[CH2:14][CH2:15][CH2:16][CH2:17][CH2:18]2)[C:8]1=[O:19], predict the reactants needed to synthesize it. The reactants are: Br[C:2]1[CH:21]=[CH:20][C:5]([CH2:6][CH:7]2[CH2:12][CH2:11]C[N:9]([CH:13]3[CH2:18][CH2:17][CH2:16][CH2:15][CH2:14]3)[C:8]2=[O:19])=[C:4]([Cl:22])[CH:3]=1.[OH:23][CH:24]1[CH2:28][CH2:27][NH:26][CH2:25]1.C(=O)([O-])[O-].[K+].[K+]. (8) The reactants are: [F:1][C:2]1[CH:3]=[CH:4][C:5]([CH2:8][NH2:9])=[N:6][CH:7]=1.Br[CH2:11][CH2:12][N:13]1[C:17]([C:18](OCC)=[O:19])=[CH:16][C:15]([CH2:23][O:24][C:25]2[CH:30]=[CH:29][CH:28]=[CH:27][CH:26]=2)=[N:14]1.[I-].[K+]. Given the product [F:1][C:2]1[CH:3]=[CH:4][C:5]([CH2:8][N:9]2[CH2:11][CH2:12][N:13]3[N:14]=[C:15]([CH2:23][O:24][C:25]4[CH:30]=[CH:29][CH:28]=[CH:27][CH:26]=4)[CH:16]=[C:17]3[C:18]2=[O:19])=[N:6][CH:7]=1, predict the reactants needed to synthesize it. (9) Given the product [C:1](=[O:5])([O:3][CH3:4])[NH2:2].[S-:6][C:7]#[N:8].[Na+:9], predict the reactants needed to synthesize it. The reactants are: [C:1](=[O:5])([O:3][CH3:4])[NH2:2].[S-:6][C:7]#[N:8].[Na+:9]. (10) The reactants are: C1N=CN(C(N2C=NC=C2)=O)C=1.[CH:13]1[C:18]([C:19]2[CH:20]=[CH:21][C:22]([F:26])=[CH:23][C:24]=2[F:25])=[CH:17][C:16]([C:27]([OH:29])=[O:28])=[C:15]([OH:30])[CH:14]=1.[C:31](O)([CH3:34])([CH3:33])[CH3:32].C1CCN2C(=NCCC2)CC1.C([O-])(O)=O.[Na+]. Given the product [F:25][C:24]1[CH:23]=[C:22]([F:26])[CH:21]=[CH:20][C:19]=1[C:18]1[CH:13]=[CH:14][C:15]([OH:30])=[C:16]([C:27]([O:29][C:31]([CH3:34])([CH3:33])[CH3:32])=[O:28])[CH:17]=1, predict the reactants needed to synthesize it.